From a dataset of Peptide-MHC class II binding affinity with 134,281 pairs from IEDB. Regression. Given a peptide amino acid sequence and an MHC pseudo amino acid sequence, predict their binding affinity value. This is MHC class II binding data. The peptide sequence is TQCMNIMESIPANTI. The MHC is DRB3_0101 with pseudo-sequence DRB3_0101. The binding affinity (normalized) is 0.276.